Task: Predict the reactants needed to synthesize the given product.. Dataset: Full USPTO retrosynthesis dataset with 1.9M reactions from patents (1976-2016) (1) Given the product [CH3:24][C:21]([O:20][C:18]([N:15]1[CH2:16][CH2:17][C@@H:12]([C:5]2[C:6]3[C:11](=[CH:10][CH:9]=[CH:8][CH:7]=3)[N:2]([CH3:1])[C:3](=[O:30])[CH:4]=2)[C@H:13]([C:25]([OH:27])=[O:26])[CH2:14]1)=[O:19])([CH3:22])[CH3:23], predict the reactants needed to synthesize it. The reactants are: [CH3:1][N:2]1[C:11]2[C:6](=[CH:7][CH:8]=[CH:9][CH:10]=2)[C:5]([C@@H:12]2[CH2:17][CH2:16][N:15]([C:18]([O:20][C:21]([CH3:24])([CH3:23])[CH3:22])=[O:19])[CH2:14][C@H:13]2[C:25]([O:27]CC)=[O:26])=[CH:4][C:3]1=[O:30].[OH-].[Li+]. (2) Given the product [CH3:13][O:12][C:9]1[CH:10]=[C:11]2[C:6](=[CH:7][C:8]=1[O:14][CH3:15])[N:5]=[CH:4][N:3]=[C:2]2[N:20]1[CH2:21][CH2:22][CH:17]([OH:16])[CH2:18][CH2:19]1, predict the reactants needed to synthesize it. The reactants are: Cl[C:2]1[C:11]2[C:6](=[CH:7][C:8]([O:14][CH3:15])=[C:9]([O:12][CH3:13])[CH:10]=2)[N:5]=[CH:4][N:3]=1.[OH:16][CH:17]1[CH2:22][CH2:21][NH:20][CH2:19][CH2:18]1. (3) Given the product [CH3:18][O:17][C:13]1[CH:12]=[C:11]2[C:16]([C:8]3([CH2:7][CH2:6][CH2:5][N:4]4[CH:20]=[N:1][CH2:2][CH:3]34)[C:9](=[O:19])[NH:10]2)=[CH:15][CH:14]=1, predict the reactants needed to synthesize it. The reactants are: [NH2:1][CH2:2][CH:3]1[C:8]2([C:16]3[C:11](=[CH:12][C:13]([O:17][CH3:18])=[CH:14][CH:15]=3)[NH:10][C:9]2=[O:19])[CH2:7][CH2:6][CH2:5][NH:4]1.[CH3:20]OC(OC)N(C)C. (4) Given the product [C:17]1([CH2:23][CH2:24][C:25]([NH:16][C:13]2[CH:14]=[CH:15][C:9]3[O:8][C:7]([C:1]4[CH:2]=[CH:3][CH:4]=[CH:5][CH:6]=4)=[N:11][C:10]=3[CH:12]=2)=[O:26])[CH:22]=[CH:21][CH:20]=[CH:19][CH:18]=1, predict the reactants needed to synthesize it. The reactants are: [C:1]1([C:7]2[O:8][C:9]3[CH:15]=[CH:14][C:13]([NH2:16])=[CH:12][C:10]=3[N:11]=2)[CH:6]=[CH:5][CH:4]=[CH:3][CH:2]=1.[C:17]1([CH2:23][CH2:24][C:25](Cl)=[O:26])[CH:22]=[CH:21][CH:20]=[CH:19][CH:18]=1.C(N(C(C)C)CC)(C)C.